This data is from Experimentally validated miRNA-target interactions with 360,000+ pairs, plus equal number of negative samples. The task is: Binary Classification. Given a miRNA mature sequence and a target amino acid sequence, predict their likelihood of interaction. (1) The miRNA is hsa-miR-1245b-5p with sequence UAGGCCUUUAGAUCACUUAAA. The protein sequence of the target gene is MASFGWKRRIGEKVSKATSQQFEAEAADEKDAAENEDGNWLQASKRRKETLQEGCKQRSQQLKDEGAQLAENKRYKEAIQKWDEALQLTPGDATLYEMKSQVLLSLHEMFPAVHAAEMAVKRNPHSWEAWQTLGRAQLGLGEIVLAIRSFQIALHIYPMNPELWKEDLSWARKLQEQQKVAQRIENKEMPPEGPDLSPGSIPDYDFESDEIVAVCAAVAEKQKSVSANKTMVIVSASGTVEIVNEKEEGSSTPDGSVFIKAR. Result: 0 (no interaction). (2) The miRNA is hsa-miR-95-5p with sequence UCAAUAAAUGUCUGUUGAAUU. The protein sequence of the target gene is MDPGDPAGDPAAGERHRMGRDPLLLLQALQTLWSTRERKQLREEAWRGFAALDDPLAGLLDMLESCRGQRGEGPSLAAWISHQLQCWLQAQPCPSLAQHSLRLKQLQARAVKVLTESPPSLAAPLASIFQLQDADRSCLLAHVHRLHHEGRFREAATLGATLKLQSELGVEKMSIPLLLQDKVALVERYVAGFPDLQRRLLVLMDSWCQPGFDIKDVARRYPEVTSLSLEKLSPKALSRQVLRLQERYGVAPALCPNAAIQQRLAALRHLCHKRFVEKSLSQENWTDHVQGLVGQSPWLQ.... Result: 0 (no interaction). (3) The miRNA is mmu-miR-345-5p with sequence GCUGACCCCUAGUCCAGUGCUU. The protein sequence of the target gene is MELVRRLMPLTLLILSCLAELTMAEAEGNASCTVSLGGANMAETHKAMILQLNPSENCTWTIERPENKSIRIIFSYVQLDPDGSCESENIKVFDGTSSNGPLLGQVCSKNDYVPVFESSSSTLTFQIVTDSARIQRTVFVFYYFFSPNISIPNCGGYLDTLEGSFTSPNYPKPHPELAYCVWHIQVEKDYKIKLNFKEIFLEIDKQCKFDFLAIYDGPSTNSGLIGQVCGRVTPTFESSSNSLTVVLSTDYANSYRGFSASYTSIYAENINTTSLTCSSDRMRVIISKSYLEAFNSNGNN.... Result: 0 (no interaction). (4) The miRNA is mmu-miR-694 with sequence CUGAAAAUGUUGCCUGAAG. The protein sequence of the target gene is MKAMPWNWTCLLSHLLVVGMGSSTLLPRQPPQLSQKPSFVTFRGEPAEGFNHLVVDERTGHIYLGAVNRIYKLSSDLKVLVTHQTGPDEDNPKCYPPRIVQTCNEPLASTNNVNKMLLIDYKENRLIACGSLYQGICKLLRLEDLFKLGEPFHKKEHYLSGVNESGSVFGVIVSYSNFDDKLFIATAVDGKPEYFPTISSRKLTKNSEADGMFAYVFHDEFVASMIKIPSDTFTVIPDFDIYYVYGFSSGNFVYFLTLQPEMVSPPGSTTKEQVYTSKLVRLCKEDTAFNSYVEVPIGCE.... Result: 0 (no interaction). (5) The miRNA is mmu-miR-471-5p with sequence UACGUAGUAUAGUGCUUUUCAC. The protein sequence of the target gene is MAPLLLQLAVLGAALAAAALVLISIVAFTTATKMPALHRHEEEKFFLNAKGQKETLPSIWDSPTKQLSVVVPSYNEEKRLPVMMDEALSYLEKRQKRDPAFTYEVIVVDDGSKDQTSKVAFKYCQKYGSDKVRVITLVKNRGKGGAIRMGIFSSRGEKILMADADGATKFPDVEKLEKGLNDLQPWPNQMAIACGSRAHLEKESIAQRSYFRTLLMYGFHFLVWFLCVKGIRDTQCGFKLFTREAASRTFSSLHVERWAFDVELLYIAQFFKIPIAEIAVNWTEIEGSKLVPFWSWLQMG.... Result: 0 (no interaction). (6) The miRNA is mmu-miR-541-5p with sequence AAGGGAUUCUGAUGUUGGUCACACU. The protein sequence of the target gene is MADLSLVDALTEPPPEIEGEIKRDFMAALEAEPYDDIVGETVEKTEFIPLLDGDEKTGNSESKKKPCLDTSQVEGIPSSKPTLLANGDHGMEGNNTAGSPTDFLEERVDYPDYQSSQNWPEDASFCFQPQQVLDTDQAEPFNEHRDDGLADLLFVSSGPTNASAFTERDNPSEDSYGMLPCDSFASTAVVSQEWSVGAPNSPCSESCVSPEVTIETLQPATELSKAAEVESVKEQLPAKALETMAEQTTDVVHSPSTDTTPGPDTEAALAKDIEEITKPDVILANVTQPSTESDMFLAQD.... Result: 1 (interaction). (7) Result: 1 (interaction). The miRNA is hsa-miR-424-5p with sequence CAGCAGCAAUUCAUGUUUUGAA. The protein sequence of the target gene is MQQPQPQGQQQPGPGQQLGGQGAAPGAGGGPGGGPGPGPCLRRELKLLESIFHRGHERFRIASACLDELSCEFLLAGAGGAGAGAAPGPHLPPRGSVPGDPVRIHCNITESYPAVPPIWSVESDDPNLAAVLERLVDIKKGNTLLLQHLKRIISDLCKLYNLPQHPDVEMLDQPLPAEQCTQEDVSSEDEDEEMPEDTEDLDHYEMKEEEPAEGKKSEDDGIGKENLAILEKIKKNQRQDYLNGAVSGSVQATDRLMKELRDIYRSQSFKGGNYAVELVNDSLYDWNVKLLKVDQDSALH.... (8) The miRNA is cel-miR-261 with sequence UAGCUUUUUAGUUUUCACG. The protein sequence of the target gene is MPTGDFDSKPSWADQVEEEGEDDKCVTSELLKGIPLATGDTSPEPELLPGAPLPPPKEVINGNIKTVTEYKIDEDGKKFKIVRTFRIETRKASKAVARRKNWKKFGNSEFDPPGPNVATTTVSDDVSMTFITSKEDLNCQEEEDPMNKLKGQKIVSCRICKGDHWTTRCPYKDTLGPMQKELAEQLGLSTGEKEKLPGELEPVQATQNKTGKYVPPSLRDGASRRGESMQPNRRADDNATIRVTNLSEDTRETDLQELFRPFGSISRIYLAKDKTTGQSKGFAFISFHRREDAARAIAGV.... Result: 0 (no interaction).